This data is from Forward reaction prediction with 1.9M reactions from USPTO patents (1976-2016). The task is: Predict the product of the given reaction. (1) Given the reactants [Br:1]Br.[F:3][C:4]1([CH2:12][C:13]([C:15]2[CH:20]=[CH:19][CH:18]=[CH:17][CH:16]=2)=[O:14])[CH:9]=[CH:8][N:7]=[C:6]([S:10][CH3:11])[NH:5]1, predict the reaction product. The product is: [F:3][C:4]1([CH:12]([Br:1])[C:13]([C:15]2[CH:20]=[CH:19][CH:18]=[CH:17][CH:16]=2)=[O:14])[CH:9]=[CH:8][N:7]=[C:6]([S:10][CH3:11])[NH:5]1. (2) Given the reactants [C:1]([O:9][C@H:10]1[C@H:14]([CH2:15][O:16][C:17](=[O:24])[C:18]2[CH:23]=[CH:22][CH:21]=[CH:20][CH:19]=2)[O:13][C@H:12]([N:25]2[CH:32]=[CH:31][C:29](=[O:30])[NH:28][C:26]2=[O:27])[C@@H:11]1O)(=[O:8])[C:2]1[CH:7]=[CH:6][CH:5]=[CH:4][CH:3]=1.O(C(Cl)=S)C1C=CC=CC=1, predict the reaction product. The product is: [C:1]([O:9][C@H:10]1[C@H:14]([CH2:15][O:16][C:17](=[O:24])[C:18]2[CH:23]=[CH:22][CH:21]=[CH:20][CH:19]=2)[O:13][C@H:12]([N:25]2[CH:32]=[CH:31][C:29](=[O:30])[NH:28][C:26]2=[O:27])[CH2:11]1)(=[O:8])[C:2]1[CH:3]=[CH:4][CH:5]=[CH:6][CH:7]=1. (3) Given the reactants [OH:1][C:2]1[CH:6]=[C:5]([CH3:7])[N:4]([C:8]([O:10][CH3:11])=[O:9])[N:3]=1.C(=O)([O-])[O-].[K+].[K+].[Cl:18][C:19]1[CH:20]=[C:21]([C:27]([F:30])([F:29])[F:28])[CH:22]=[C:23]([F:26])[C:24]=1F.Cl, predict the reaction product. The product is: [Cl:18][C:19]1[CH:20]=[C:21]([C:27]([F:28])([F:29])[F:30])[CH:22]=[C:23]([F:26])[C:24]=1[O:1][C:2]1[CH:6]=[C:5]([CH3:7])[N:4]([C:8]([O:10][CH3:11])=[O:9])[N:3]=1. (4) Given the reactants Cl[C:2]1[N:7]=[N:6][C:5]([CH2:8][N:9]2[CH:14]=[C:13]3[N:15]=[C:16]([C:18]4[CH:23]=[CH:22][CH:21]=[C:20]([F:24])[C:19]=4[F:25])[N:17]=[C:12]3[CH:11]=[N:10]2)=[CH:4][CH:3]=1.[CH3:26][N:27]([CH2:29][C:30]1[CH:35]=[CH:34][C:33](B(O)O)=[CH:32][CH:31]=1)[CH3:28], predict the reaction product. The product is: [F:25][C:19]1[C:20]([F:24])=[CH:21][CH:22]=[CH:23][C:18]=1[C:16]1[N:17]=[C:12]2[CH:11]=[N:10][N:9]([CH2:8][C:5]3[N:6]=[N:7][C:2]([C:33]4[CH:34]=[CH:35][C:30]([CH2:29][N:27]([CH3:28])[CH3:26])=[CH:31][CH:32]=4)=[CH:3][CH:4]=3)[CH:14]=[C:13]2[N:15]=1. (5) The product is: [OH:33][CH2:32][C:31]1[C:30]([N:34]2[C:46](=[O:47])[C:38]3=[CH:39][N:40]4[C:45]([CH2:44][CH2:43][CH2:42][CH2:41]4)=[C:37]3[CH:36]=[N:35]2)=[N:29][CH:28]=[CH:27][C:26]=1[C:4]1[CH:5]=[C:6]([NH:9][C:10]2[CH:15]=[CH:14][C:13]([N:16]3[CH2:17][CH2:18][N:19]([CH:22]4[CH2:25][O:24][CH2:23]4)[CH2:20][CH2:21]3)=[CH:12][N:11]=2)[C:7](=[O:8])[N:2]([CH3:1])[CH:3]=1. Given the reactants [CH3:1][N:2]1[C:7](=[O:8])[C:6]([NH:9][C:10]2[CH:15]=[CH:14][C:13]([N:16]3[CH2:21][CH2:20][N:19]([CH:22]4[CH2:25][O:24][CH2:23]4)[CH2:18][CH2:17]3)=[CH:12][N:11]=2)=[CH:5][C:4]([C:26]2[C:31]([CH:32]=[O:33])=[C:30]([N:34]3[C:46](=[O:47])[C:38]4=[CH:39][N:40]5[C:45]([CH2:44][CH2:43][CH2:42][CH2:41]5)=[C:37]4[CH:36]=[N:35]3)[N:29]=[CH:28][CH:27]=2)=[CH:3]1.[BH4-].[Na+], predict the reaction product. (6) Given the reactants [Cl:1][C:2]1[CH:7]=[CH:6][CH:5]=[CH:4][C:3]=1[N:8]1[C:12]([C:13]2[CH:18]=[CH:17][C:16]([Cl:19])=[CH:15][C:14]=2[Cl:20])=[N:11][C:10]([C:21]([OH:23])=O)=[N:9]1.C(Cl)(=O)C([Cl:27])=O, predict the reaction product. The product is: [Cl:1][C:2]1[CH:7]=[CH:6][CH:5]=[CH:4][C:3]=1[N:8]1[C:12]([C:13]2[CH:18]=[CH:17][C:16]([Cl:19])=[CH:15][C:14]=2[Cl:20])=[N:11][C:10]([C:21]([Cl:27])=[O:23])=[N:9]1. (7) Given the reactants CC1(C)C(C)(C)OB([C:9]2[CH2:16][CH:15]3[CH2:17][CH:11]([CH2:12][N:13]([C:18]([O:20][C:21]([CH3:24])([CH3:23])[CH3:22])=[O:19])[CH2:14]3)[CH:10]=2)O1.[Br:26][C:27]1[C:28](Br)=[C:29]([F:33])[CH:30]=[CH:31][CH:32]=1.C([O-])([O-])=O.[Na+].[Na+].[OH-].[Na+], predict the reaction product. The product is: [Br:26][C:27]1[CH:32]=[C:31]([C:9]2[CH2:16][CH:15]3[CH2:17][CH:11]([CH2:12][N:13]([C:18]([O:20][C:21]([CH3:22])([CH3:23])[CH3:24])=[O:19])[CH2:14]3)[CH:10]=2)[CH:30]=[C:29]([F:33])[CH:28]=1. (8) Given the reactants [NH2:1][CH:2]([C:11]1[C:16]([O:17][CH3:18])=[CH:15][CH:14]=[CH:13][C:12]=1[O:19][CH3:20])[CH2:3][CH:4]([CH3:10])[C:5]([O:7]CC)=O.[C:21]1([C:27]2[CH:28]=[C:29]([CH:32]=[CH:33][N:34]=2)[CH:30]=O)[CH:26]=[CH:25][CH:24]=[CH:23][CH:22]=1, predict the reaction product. The product is: [CH3:18][O:17][C:16]1[CH:15]=[CH:14][CH:13]=[C:12]([O:19][CH3:20])[C:11]=1[CH:2]1[N:1]([CH2:30][C:29]2[CH:32]=[CH:33][N:34]=[C:27]([C:21]3[CH:22]=[CH:23][CH:24]=[CH:25][CH:26]=3)[CH:28]=2)[C:5](=[O:7])[CH:4]([CH3:10])[CH2:3]1.